Dataset: Forward reaction prediction with 1.9M reactions from USPTO patents (1976-2016). Task: Predict the product of the given reaction. (1) Given the reactants S1CC(=O)NC1=O.[F:8][C:9]1[CH:22]=[C:21]([C:23]2[CH:28]=[N:27][CH:26]=[C:25]([N:29]3[CH2:35][CH2:34][CH2:33][N:32]([CH3:36])[CH2:31][CH2:30]3)[N:24]=2)[CH:20]=[CH:19][C:10]=1/[CH:11]=[C:12]1/[C:13](=[O:18])[NH:14][C:15](=[O:17])[S:16]/1, predict the reaction product. The product is: [F:8][C:9]1[CH:22]=[C:21]([C:23]2[CH:28]=[N:27][CH:26]=[C:25]([N:29]3[CH2:35][CH2:34][CH2:33][N:32]([CH3:36])[CH2:31][CH2:30]3)[N:24]=2)[CH:20]=[CH:19][C:10]=1[CH:11]=[C:12]1[S:16][C:15](=[O:17])[NH:14][C:13]1=[O:18]. (2) The product is: [CH2:1]([N:8]1[C:16]2[C:11](=[CH:12][C:13]([C:17]([O:19][CH2:20][CH3:21])=[O:18])=[CH:14][CH:15]=2)[CH:10]([CH3:22])[CH:9]1[CH3:23])[C:2]1[CH:3]=[CH:4][CH:5]=[CH:6][CH:7]=1. Given the reactants [CH2:1]([N:8]1[C:16]2[C:11](=[CH:12][C:13]([C:17]([O:19][CH2:20][CH3:21])=[O:18])=[CH:14][CH:15]=2)[C:10]([CH3:22])=[C:9]1[CH3:23])[C:2]1[CH:7]=[CH:6][CH:5]=[CH:4][CH:3]=1.C([SiH](CC)CC)C, predict the reaction product. (3) Given the reactants [Br:1][C:2]1[C:3]([CH3:14])=[C:4]([C:9]2[CH2:13][CH2:12][O:11][N:10]=2)[C:5](Br)=[CH:6][CH:7]=1.CN1C(=O)CCC1.[CH3:22][S-:23].[Na+], predict the reaction product. The product is: [Br:1][C:2]1[C:3]([CH3:14])=[C:4]([C:9]2[CH2:13][CH2:12][O:11][N:10]=2)[C:5]([S:23][CH3:22])=[CH:6][CH:7]=1. (4) Given the reactants CS(OCCCOC1C=[CH:14][C:13]([C:16]2C=[C:18]([C:26]#[N:27])[C:19]3[N:23]=[N:22][N:21]([CH3:24])[C:20]=3[CH:25]=2)=[CH:12][C:11]=1[C:28]([F:31])([F:30])[F:29])(=O)=O.[CH:32]([N:35]([CH:38](C)C)[CH2:36]C)(C)C.C[NH:42]C.[CH2:44]1[CH2:48][O:47][CH2:46][CH2:45]1, predict the reaction product. The product is: [CH3:32][N:35]([CH3:38])[CH2:36][CH2:44][CH2:48][O:47][C:46]1[CH:45]=[CH:14][C:13]([C:16]2[N:42]=[C:18]([C:26]#[N:27])[C:19]3[N:23]=[N:22][N:21]([CH3:24])[C:20]=3[CH:25]=2)=[CH:12][C:11]=1[C:28]([F:29])([F:30])[F:31].